Dataset: Forward reaction prediction with 1.9M reactions from USPTO patents (1976-2016). Task: Predict the product of the given reaction. (1) Given the reactants [NH2:1][C:2]1[C:11]2[C:6](=[CH:7][CH:8]=[C:9]([NH:12]C(=O)C)[CH:10]=2)[N:5]=[C:4]([CH2:16][CH2:17][CH2:18][CH2:19][CH3:20])[CH:3]=1.Cl, predict the reaction product. The product is: [CH2:16]([C:4]1[CH:3]=[C:2]([NH2:1])[C:11]2[C:6](=[CH:7][CH:8]=[C:9]([NH2:12])[CH:10]=2)[N:5]=1)[CH2:17][CH2:18][CH2:19][CH3:20]. (2) Given the reactants [Cl:1][C:2]1[C:10]2[C:5](=[CH:6][CH:7]=[C:8]([CH2:11][C:12]3[CH:13]=[C:14]([CH:18]=[CH:19][N:20]=3)[C:15]([OH:17])=O)[CH:9]=2)[NH:4][CH:3]=1.[NH2:21][CH2:22][C:23]1[C:28]([CH3:29])=[CH:27][C:26]([NH2:30])=C[C:24]=1[CH3:31].C[N:33](C(ON1N=NC2C=CC=NC1=2)=[N+](C)C)C.F[P-](F)(F)(F)(F)F.CCN(CC)CC, predict the reaction product. The product is: [NH2:30][C:26]1[N:33]=[C:24]([CH3:31])[C:23]([CH2:22][NH:21][C:15](=[O:17])[C:14]2[CH:18]=[CH:19][N:20]=[C:12]([CH2:11][C:8]3[CH:9]=[C:10]4[C:5](=[CH:6][CH:7]=3)[NH:4][CH:3]=[C:2]4[Cl:1])[CH:13]=2)=[C:28]([CH3:29])[CH:27]=1. (3) The product is: [CH3:1][C:2]1[CH:7]=[C:6]([CH3:8])[N:5]=[C:4]([N:9]2[CH2:16][CH:15]3[CH:11]([CH2:12][N:13]([C:28]([C:27]4[N:23]([C:17]5[CH:18]=[CH:19][CH:20]=[CH:21][CH:22]=5)[N:24]=[CH:25][CH:26]=4)=[O:29])[CH2:14]3)[CH2:10]2)[N:3]=1. Given the reactants [CH3:1][C:2]1[CH:7]=[C:6]([CH3:8])[N:5]=[C:4]([N:9]2[CH2:16][CH:15]3[CH:11]([CH2:12][NH:13][CH2:14]3)[CH2:10]2)[N:3]=1.[C:17]1([N:23]2[C:27]([C:28](O)=[O:29])=[CH:26][CH:25]=[N:24]2)[CH:22]=[CH:21][CH:20]=[CH:19][CH:18]=1.CN(C(ON1N=NC2C=CC=NC1=2)=[N+](C)C)C.F[P-](F)(F)(F)(F)F.CCN(C(C)C)C(C)C, predict the reaction product. (4) Given the reactants [H-].[Na+].C1OCCOCCOCCOCCOC1.[F:18][C:19]1[C:20]([CH2:31][N:32]([CH3:40])[C:33](=[O:39])[O:34][C:35]([CH3:38])([CH3:37])[CH3:36])=[CH:21][NH:22][C:23]=1[C:24]1[C:25]([F:30])=[N:26][CH:27]=[CH:28][CH:29]=1.[CH3:41][C:42]1[O:43][CH:44]=[CH:45][C:46]=1[S:47](Cl)(=[O:49])=[O:48], predict the reaction product. The product is: [F:18][C:19]1[C:20]([CH2:31][N:32]([CH3:40])[C:33](=[O:39])[O:34][C:35]([CH3:36])([CH3:37])[CH3:38])=[CH:21][N:22]([S:47]([C:46]2[CH:45]=[CH:44][O:43][C:42]=2[CH3:41])(=[O:49])=[O:48])[C:23]=1[C:24]1[C:25]([F:30])=[N:26][CH:27]=[CH:28][CH:29]=1. (5) Given the reactants [CH2:1]([O:3][C:4](=[O:12])[CH2:5][N:6]1[CH:10]=[C:9]([SH:11])[CH:8]=[N:7]1)[CH3:2].Cl[CH2:14][C:15](=[O:17])[CH3:16], predict the reaction product. The product is: [CH2:1]([O:3][C:4](=[O:12])[CH2:5][N:6]1[CH:10]=[C:9]([S:11][CH2:14][C:15](=[O:17])[CH3:16])[CH:8]=[N:7]1)[CH3:2]. (6) Given the reactants C[O:2][C:3](=[O:30])[C:4]([CH3:29])([NH:6][C:7]([C:9]1[CH:18]=[CH:17][C:16]2[C:11](=[CH:12][CH:13]=[CH:14][CH:15]=2)[C:10]=1[NH:19][CH2:20][CH2:21][CH2:22][C:23]1[CH:28]=[CH:27][CH:26]=[CH:25][CH:24]=1)=[O:8])[CH3:5].O.Cl, predict the reaction product. The product is: [CH3:29][C:4]([NH:6][C:7]([C:9]1[CH:18]=[CH:17][C:16]2[C:11](=[CH:12][CH:13]=[CH:14][CH:15]=2)[C:10]=1[NH:19][CH2:20][CH2:21][CH2:22][C:23]1[CH:28]=[CH:27][CH:26]=[CH:25][CH:24]=1)=[O:8])([CH3:5])[C:3]([OH:30])=[O:2]. (7) Given the reactants [C:1].[CH3:2][C:3]([C:5]([O:7][CH3:8])=[O:6])=[CH2:4].S(OOS([O-])(=O)=O)([O-])(=O)=O.[NH4+].[NH4+], predict the reaction product. The product is: [C:2].[CH3:4][C:3]([C:5]([O:7][CH3:8])=[O:6])=[CH2:2].[C:1]. (8) Given the reactants [CH3:1][O:2][C:3]1[CH:8]=[CH:7][C:6]([N:9]=[C:10]=[O:11])=[CH:5][CH:4]=1.[N:12]1[CH:17]=[CH:16][CH:15]=[C:14]([CH2:18][OH:19])[CH:13]=1, predict the reaction product. The product is: [N:12]1[CH:17]=[CH:16][CH:15]=[C:14]([CH2:18][O:19][C:10](=[O:11])[NH:9][C:6]2[CH:5]=[CH:4][C:3]([O:2][CH3:1])=[CH:8][CH:7]=2)[CH:13]=1. (9) Given the reactants [N+:1]([C:4]1[CH:9]=[CH:8][CH:7]=[CH:6][C:5]=1[C:10]1[S:11][CH:12]=[N:13][N:14]=1)([O-:3])=[O:2].C(NN[C:19](=O)[C:20]1C=CC=C[C:21]=1[N+]([O-])=O)=O, predict the reaction product. The product is: [CH:20]([C:12]1[S:11][C:10]([C:5]2[CH:6]=[CH:7][CH:8]=[CH:9][C:4]=2[N+:1]([O-:3])=[O:2])=[N:14][N:13]=1)([CH3:21])[CH3:19]. (10) Given the reactants C(N1CCN(C2C=CC(N)=CC=2C)CC1)(=O)C.[C:18]([N:21]1[CH2:27][CH2:26][CH2:25][N:24]([C:28]2[CH:33]=[CH:32][C:31]([N+:34]([O-])=O)=[CH:30][CH:29]=2)[CH2:23][CH2:22]1)(=[O:20])[CH3:19], predict the reaction product. The product is: [C:18]([N:21]1[CH2:27][CH2:26][CH2:25][N:24]([C:28]2[CH:33]=[CH:32][C:31]([NH2:34])=[CH:30][CH:29]=2)[CH2:23][CH2:22]1)(=[O:20])[CH3:19].